Dataset: Forward reaction prediction with 1.9M reactions from USPTO patents (1976-2016). Task: Predict the product of the given reaction. Given the reactants CO[CH:3](OC)[CH2:4][NH:5][C:6](=[O:22])[C@H:7]([NH:11][C:12](=[O:21])[O:13][CH2:14][C:15]1[CH:20]=[CH:19][CH:18]=[CH:17][CH:16]=1)[CH:8]([CH3:10])[CH3:9].C(O)(C(F)(F)F)=O.O.C([O-])([O-])=O.[Na+].[Na+], predict the reaction product. The product is: [CH:8]([C@@H:7]1[C:6](=[O:22])[NH:5][CH:4]=[CH:3][N:11]1[C:12]([O:13][CH2:14][C:15]1[CH:16]=[CH:17][CH:18]=[CH:19][CH:20]=1)=[O:21])([CH3:9])[CH3:10].